Dataset: Catalyst prediction with 721,799 reactions and 888 catalyst types from USPTO. Task: Predict which catalyst facilitates the given reaction. (1) Reactant: [F:1][C:2]1[CH:3]=[CH:4][C:5]2[N:6]([CH2:15][CH2:16][O:17][CH2:18][CH2:19][O:20][CH3:21])[C:7]3[C:12]([C:13]=2[CH:14]=1)=[CH:11][CH:10]=[CH:9][CH:8]=3.C1C(=O)N([Br:29])C(=O)C1. Product: [Br:29][C:10]1[CH:9]=[CH:8][C:7]2[N:6]([CH2:15][CH2:16][O:17][CH2:18][CH2:19][O:20][CH3:21])[C:5]3[C:13]([C:12]=2[CH:11]=1)=[CH:14][C:2]([F:1])=[CH:3][CH:4]=3. The catalyst class is: 22. (2) Reactant: [O:1]=[C:2]1[C:10]2[C:5](=[CH:6][CH:7]=[CH:8][CH:9]=2)[C:4](=[O:11])[N:3]1[CH2:12][C:13]([NH:15][OH:16])=[NH:14].[O-2].[Mg+2].[C:19]1([S:25][CH2:26][C:27](Cl)=O)[CH:24]=[CH:23][CH:22]=[CH:21][CH:20]=1. Product: [C:19]1([S:25][CH2:26][C:27]2[O:16][N:15]=[C:13]([CH2:12][N:3]3[C:2](=[O:1])[C:10]4[C:5](=[CH:6][CH:7]=[CH:8][CH:9]=4)[C:4]3=[O:11])[N:14]=2)[CH:24]=[CH:23][CH:22]=[CH:21][CH:20]=1. The catalyst class is: 3.